From a dataset of Forward reaction prediction with 1.9M reactions from USPTO patents (1976-2016). Predict the product of the given reaction. (1) The product is: [CH2:1]([O:3][CH:4]([O:31][CH2:32][CH3:33])[CH2:5][O:6][C@@H:7]([C@@H:8]([CH2:9][C:10]1[CH:15]=[CH:14][C:13]([F:16])=[CH:12][CH:11]=1)[C@@H:17]([O:19][CH2:20][C:21]1[CH:22]=[CH:23][C:24]([O:27][CH3:28])=[CH:25][CH:26]=1)[CH3:18])[CH2:29][CH2:30][OH:43])[CH3:2]. Given the reactants [CH2:1]([O:3][CH:4]([O:31][CH2:32][CH3:33])[CH2:5][O:6][C@H:7]([CH:29]=[CH2:30])[C@H:8]([C@@H:17]([O:19][CH2:20][C:21]1[CH:26]=[CH:25][C:24]([O:27][CH3:28])=[CH:23][CH:22]=1)[CH3:18])[CH2:9][C:10]1[CH:15]=[CH:14][C:13]([F:16])=[CH:12][CH:11]=1)[CH3:2].B1C2CCCC1CCC2.[OH-:43].[Na+].OO, predict the reaction product. (2) The product is: [CH3:26][O:27][C:28]1[C:38]([O:39][CH3:40])=[C:37]([O:41][CH3:42])[CH:36]=[CH:35][C:29]=1[CH:30]=[CH:31][C:32]([N:23]1[CH2:24][CH2:25][N:20]([CH2:19][C:17]2[CH:16]=[CH:15][N:14]=[C:13]([C:5]3[CH:6]=[C:7]([O:11][CH3:12])[C:8]([O:9][CH3:10])=[C:3]([O:2][CH3:1])[CH:4]=3)[CH:18]=2)[CH2:21][CH2:22]1)=[O:33]. Given the reactants [CH3:1][O:2][C:3]1[CH:4]=[C:5]([C:13]2[CH:18]=[C:17]([CH2:19][N:20]3[CH2:25][CH2:24][NH:23][CH2:22][CH2:21]3)[CH:16]=[CH:15][N:14]=2)[CH:6]=[C:7]([O:11][CH3:12])[C:8]=1[O:9][CH3:10].[CH3:26][O:27][C:28]1[C:38]([O:39][CH3:40])=[C:37]([O:41][CH3:42])[CH:36]=[CH:35][C:29]=1[CH:30]=[CH:31][C:32](O)=[O:33], predict the reaction product. (3) Given the reactants [CH3:1][N:2]1C2C(=CC=CC=2)C=C1CNC.[CH3:14][N:15]1[C:19]2=[N:20][CH:21]=[CH:22][CH:23]=[C:18]2[C:17]([CH:24]=O)=[CH:16]1.CN1C2C(=CC=CC=2)C(C)=C1C=O, predict the reaction product. The product is: [CH3:14][N:15]1[C:19]2=[N:20][CH:21]=[CH:22][CH:23]=[C:18]2[C:17]([CH2:24][NH:2][CH3:1])=[CH:16]1. (4) Given the reactants Cl[C:2]1[CH:7]=[C:6]([Cl:8])[N:5]=[CH:4][N:3]=1.[C:9]([O:13][C:14](=[O:18])[CH2:15][C:16]#[N:17])([CH3:12])([CH3:11])[CH3:10].[H-].[Na+], predict the reaction product. The product is: [Cl:8][C:6]1[N:5]=[CH:4][N:3]=[C:2]([CH:15]([C:16]#[N:17])[C:14]([O:13][C:9]([CH3:12])([CH3:11])[CH3:10])=[O:18])[CH:7]=1. (5) The product is: [NH2:19][CH2:18][C:15]1[C:16]([NH2:17])=[N:5][C:4]([C:3]2[CH:7]=[CH:8][CH:9]=[CH:10][C:2]=2[F:1])=[N:6][C:14]=1[C:13]1[CH:20]=[CH:21][C:22]([Cl:24])=[CH:23][C:12]=1[Cl:11]. Given the reactants [F:1][C:2]1[CH:10]=[CH:9][CH:8]=[CH:7][C:3]=1[C:4]([NH2:6])=[NH:5].[Cl:11][C:12]1[CH:23]=[C:22]([Cl:24])[CH:21]=[CH:20][C:13]=1[CH:14]=[C:15]([C:18]#[N:19])[C:16]#[N:17], predict the reaction product. (6) Given the reactants [CH2:1]([C:4]1[CH:9]=[CH:8][C:7]([O:10][C:11](=[O:14])[CH2:12][NH2:13])=[C:6]([O:15][CH3:16])[CH:5]=1)[CH:2]=[CH2:3].[CH:17]1[CH:22]=[N:21][CH:20]=[C:19]([C:23](O)=[O:24])[CH:18]=1.CN1CCOCC1.CCN=C=NCCCN(C)C.Cl, predict the reaction product. The product is: [CH2:1]([C:4]1[CH:9]=[CH:8][C:7]([O:10][C:11](=[O:14])[CH2:12][NH:13][C:23]([C:19]2[CH:20]=[N:21][CH:22]=[CH:17][CH:18]=2)=[O:24])=[C:6]([O:15][CH3:16])[CH:5]=1)[CH:2]=[CH2:3]. (7) Given the reactants [CH3:1][N:2]1[CH2:7][CH:6]([OH:8])[C:5]2[CH:9]=[CH:10][S:11][C:4]=2[CH2:3]1.[Br:12]Br.Br.S([O-])([O-])(=O)=S.[Na+].[Na+], predict the reaction product. The product is: [Br:12][C:10]1[S:11][C:4]2[CH2:3][N:2]([CH3:1])[CH2:7][CH:6]([OH:8])[C:5]=2[CH:9]=1. (8) Given the reactants [Br-].C(OC([NH:9][CH:10]([CH3:37])[CH2:11][N+:12]12[CH2:19][CH2:18][CH:15]([CH2:16][CH2:17]1)[C@@H:14]([O:20][C:21](=[O:36])[C:22]([OH:35])([C:29]1[CH:34]=[CH:33][CH:32]=[CH:31][CH:30]=1)[C:23]1[CH:28]=[CH:27][CH:26]=[CH:25][CH:24]=1)[CH2:13]2)=O)(C)(C)C.Br.[ClH:39], predict the reaction product. The product is: [ClH:39].[Cl-:39].[NH2:9][CH:10]([CH3:37])[CH2:11][N+:12]12[CH2:19][CH2:18][CH:15]([CH2:16][CH2:17]1)[C@@H:14]([O:20][C:21](=[O:36])[C:22]([OH:35])([C:23]1[CH:28]=[CH:27][CH:26]=[CH:25][CH:24]=1)[C:29]1[CH:30]=[CH:31][CH:32]=[CH:33][CH:34]=1)[CH2:13]2.